From a dataset of Full USPTO retrosynthesis dataset with 1.9M reactions from patents (1976-2016). Predict the reactants needed to synthesize the given product. (1) Given the product [C:14]([C@H:8]1[O:7][C@@H:6]([N:16]2[CH:24]=[N:23][C:22]3[C:17]2=[N:18][CH:19]=[N:20][C:21]=3[NH:33][C@H:30]2[CH2:31][CH2:32][C@H:27]([OH:26])[CH2:28][CH2:29]2)[C@H:5]([OH:4])[C@@H:9]1[OH:10])#[CH:15], predict the reactants needed to synthesize it. The reactants are: C([O:4][C@@H:5]1[C@H:9]([O:10]C(=O)C)[C@@H:8]([C:14]#[CH:15])[O:7][C@H:6]1[N:16]1[CH:24]=[N:23][C:22]2[C:17]1=[N:18][CH:19]=[N:20][C:21]=2Cl)(=O)C.[OH:26][C@H:27]1[CH2:32][CH2:31][C@H:30]([NH2:33])[CH2:29][CH2:28]1. (2) The reactants are: FC(F)(F)S(O[C:7]1[CH2:8][CH2:9][N:10]([C:13]([O:15][C:16]([CH3:19])([CH3:18])[CH3:17])=[O:14])[CH2:11][CH:12]=1)(=O)=O.[CH3:22][C:23]1[CH:24]=[C:25](B(O)O)[S:26][CH:27]=1.C(=O)(O)[O-].[Na+]. Given the product [CH3:22][C:23]1[CH:24]=[C:25]([CH:7]2[CH2:12][CH2:11][N:10]([C:13]([O:15][C:16]([CH3:17])([CH3:18])[CH3:19])=[O:14])[CH2:9][CH2:8]2)[S:26][CH:27]=1, predict the reactants needed to synthesize it.